The task is: Predict the reaction yield, written as a fraction of the theoretical maximum amount of product (1.0 means a 100% yield; for example, 0.34 means a 34% yield).. This data is from Reaction yield outcomes from USPTO patents with 853,638 reactions. (1) The reactants are [Br:1][CH2:2][CH2:3][CH2:4][C:5]([O:7][CH2:8][CH3:9])=[O:6].[CH3:10][N:11]([CH2:13][CH3:14])[CH3:12]. The catalyst is ClCCl. The product is [Br-:1].[CH2:8]([O:7][C:5](=[O:6])[CH2:4][CH2:3][CH2:2][N+:11]([CH2:13][CH3:14])([CH3:12])[CH3:10])[CH3:9]. The yield is 0.940. (2) The reactants are [F:1][C:2]1[CH:7]=[C:6]([F:8])[CH:5]=[CH:4][C:3]=1[C:9]1[CH:14]=[CH:13][C:12]([O:15][CH2:16][C:17]2[CH:18]=[C:19]([CH:23]=[CH:24][C:25]=2[F:26])[C:20](O)=[O:21])=[CH:11][CH:10]=1.B. The catalyst is C1COCC1. The product is [F:1][C:2]1[CH:7]=[C:6]([F:8])[CH:5]=[CH:4][C:3]=1[C:9]1[CH:10]=[CH:11][C:12]([O:15][CH2:16][C:17]2[CH:18]=[C:19]([CH2:20][OH:21])[CH:23]=[CH:24][C:25]=2[F:26])=[CH:13][CH:14]=1. The yield is 0.720.